The task is: Predict the reactants needed to synthesize the given product.. This data is from Full USPTO retrosynthesis dataset with 1.9M reactions from patents (1976-2016). (1) Given the product [C:1]([O:5][C:6](=[O:36])[NH:7][C@H:8]1[CH2:16][CH2:15][CH2:14][C@H:13]([CH2:17][CH2:18][OH:19])[C@@H:12]([O:27][C:28]2[CH:29]=[CH:30][CH:31]=[CH:32][CH:33]=2)[C@H:11]([CH3:34])[O:10][C:9]1=[O:35])([CH3:3])([CH3:2])[CH3:4], predict the reactants needed to synthesize it. The reactants are: [C:1]([O:5][C:6](=[O:36])[NH:7][C@H:8]1[CH2:16][CH2:15][CH2:14][C@H:13]([CH2:17][CH2:18][O:19][Si](C(C)(C)C)(C)C)[C@@H:12]([O:27][C:28]2[CH:33]=[CH:32][CH:31]=[CH:30][CH:29]=2)[C@H:11]([CH3:34])[O:10][C:9]1=[O:35])([CH3:4])([CH3:3])[CH3:2].CCCC[N+](CCCC)(CCCC)CCCC.[F-].[Na+].[Cl-]. (2) Given the product [F:48][C:45]1[CH:46]=[CH:47][C:42]([C:40]2([CH2:49][CH2:50][CH2:51][CH2:52][CH3:53])[CH2:39][N:38]([C:36](=[O:37])[C@H:35]([NH:34][C:31](=[O:33])[CH2:24][CH2:25][C:26]3[N:30]=[CH:29][NH:28][CH:27]=3)[CH2:54][C:55]3[CH:60]=[CH:59][C:58]([O:61][CH3:62])=[CH:57][CH:56]=3)[CH2:41]2)=[CH:43][CH:44]=1, predict the reactants needed to synthesize it. The reactants are: CN(C(ON1N=NC2C=CC=CC1=2)=[N+](C)C)C.[B-](F)(F)(F)F.Cl.[CH2:24]([C:31]([OH:33])=O)[CH2:25][C:26]1[N:30]=[CH:29][NH:28][CH:27]=1.[NH2:34][C@H:35]([CH2:54][C:55]1[CH:60]=[CH:59][C:58]([O:61][CH3:62])=[CH:57][CH:56]=1)[C:36]([N:38]1[CH2:41][C:40]([CH2:49][CH2:50][CH2:51][CH2:52][CH3:53])([C:42]2[CH:47]=[CH:46][C:45]([F:48])=[CH:44][CH:43]=2)[CH2:39]1)=[O:37].[OH-].[Na+]. (3) Given the product [CH3:13][O:12][C:10](=[O:11])[C:9]1[CH:14]=[C:5]([S:2]([CH3:1])(=[O:3])=[O:4])[CH:6]=[CH:7][C:8]=1[O:15][C:16]([CH3:19])([CH3:18])[CH3:17], predict the reactants needed to synthesize it. The reactants are: [CH3:1][S:2]([C:5]1[CH:14]=[C:9]([C:10]([O:12][CH3:13])=[O:11])[C:8]([OH:15])=[CH:7][CH:6]=1)(=[O:4])=[O:3].[C:16](OC(O[C:16]([CH3:19])([CH3:18])[CH3:17])N(C)C)([CH3:19])([CH3:18])[CH3:17]. (4) Given the product [CH:1]1[C:10]2[C:5](=[CH:6][C:7]([C:11]3[CH:15]=[C:14]([NH:16][C:27](=[O:32])[O:28][CH2:29][CH:30]=[CH2:31])[O:13][N:12]=3)=[CH:8][CH:9]=2)[CH:4]=[CH:3][N:2]=1, predict the reactants needed to synthesize it. The reactants are: [CH:1]1[C:10]2[C:5](=[CH:6][C:7]([C:11]3[CH:15]=[C:14]([NH2:16])[O:13][N:12]=3)=[CH:8][CH:9]=2)[CH:4]=[CH:3][N:2]=1.[Li+].C[Si]([N-][Si](C)(C)C)(C)C.[C:27](O[C:27]([O:28][CH2:29][CH:30]=[CH2:31])=[O:32])(=[O:32])[O:28][CH2:29][CH:30]=[CH2:31].